This data is from Peptide-MHC class I binding affinity with 185,985 pairs from IEDB/IMGT. The task is: Regression. Given a peptide amino acid sequence and an MHC pseudo amino acid sequence, predict their binding affinity value. This is MHC class I binding data. (1) The peptide sequence is NMKFKNSVE. The MHC is HLA-B08:01 with pseudo-sequence HLA-B08:01. The binding affinity (normalized) is 0.334. (2) The peptide sequence is KFTTSLSLHK. The MHC is HLA-A03:01 with pseudo-sequence HLA-A03:01. The binding affinity (normalized) is 0.481.